From a dataset of Catalyst prediction with 721,799 reactions and 888 catalyst types from USPTO. Predict which catalyst facilitates the given reaction. (1) Reactant: [C:1]([O:5][C:6](=[O:30])[NH:7][C:8]12[CH2:13][CH:12]1[CH2:11][N:10]([S:14]([C:17]1[CH:22]=[CH:21][C:20]([CH3:23])=[CH:19][CH:18]=1)(=[O:16])=[O:15])[CH:9]2[C:24]1[CH:29]=[CH:28][CH:27]=[CH:26][CH:25]=1)([CH3:4])([CH3:3])[CH3:2].[H-].[Na+].[CH3:33]I. Product: [C:1]([O:5][C:6](=[O:30])[N:7]([CH3:33])[C:8]12[CH2:13][CH:12]1[CH2:11][N:10]([S:14]([C:17]1[CH:18]=[CH:19][C:20]([CH3:23])=[CH:21][CH:22]=1)(=[O:16])=[O:15])[CH:9]2[C:24]1[CH:25]=[CH:26][CH:27]=[CH:28][CH:29]=1)([CH3:4])([CH3:2])[CH3:3]. The catalyst class is: 3. (2) Reactant: [CH3:1][N:2]1[CH:6]=[C:5]([C:7]2[CH:8]=[CH:9][C:10]3[N:11]([C:13]([SH:16])=[N:14][N:15]=3)[CH:12]=2)[CH:4]=[N:3]1.Br[C:18]1[CH:19]=[C:20]2[C:25](=[CH:26][CH:27]=1)[N:24]=[CH:23][CH:22]=[C:21]2[O:28][CH3:29].C1(P(C2C=CC=CC=2)C2C3OC4C(=CC=CC=4P(C4C=CC=CC=4)C4C=CC=CC=4)C(C)(C)C=3C=CC=2)C=CC=CC=1.C(N(CC)C(C)C)(C)C. Product: [CH3:29][O:28][C:21]1[C:20]2[C:25](=[CH:26][CH:27]=[C:18]([S:16][C:13]3[N:11]4[CH:12]=[C:7]([C:5]5[CH:4]=[N:3][N:2]([CH3:1])[CH:6]=5)[CH:8]=[CH:9][C:10]4=[N:15][N:14]=3)[CH:19]=2)[N:24]=[CH:23][CH:22]=1. The catalyst class is: 9. (3) Reactant: [C:1]1([S:7]([CH:10]([NH:33][CH2:34][C:35]2[CH:40]=[CH:39][C:38]([C:41]([CH3:44])([CH3:43])[CH3:42])=[CH:37][CH:36]=2)[C:11]2[N:16]=[C:15]([N:17]([CH2:25][C:26]([O:28]C(C)(C)C)=[O:27])C(OC(C)(C)C)=O)[CH:14]=[CH:13][CH:12]=2)(=[O:9])=[O:8])[CH:6]=[CH:5][CH:4]=[CH:3][CH:2]=1.[ClH:45].O1CCOCC1. Product: [ClH:45].[C:1]1([S:7]([CH:10]([NH:33][CH2:34][C:35]2[CH:40]=[CH:39][C:38]([C:41]([CH3:44])([CH3:43])[CH3:42])=[CH:37][CH:36]=2)[C:11]2[N:16]=[C:15]([NH:17][CH2:25][C:26]([OH:28])=[O:27])[CH:14]=[CH:13][CH:12]=2)(=[O:9])=[O:8])[CH:2]=[CH:3][CH:4]=[CH:5][CH:6]=1. The catalyst class is: 2. (4) Reactant: [NH2:1][C:2]1[CH:9]=[CH:8][C:5]([C:6]#[N:7])=[CH:4][C:3]=1[F:10].[I:11]Cl. Product: [NH2:1][C:2]1[C:9]([I:11])=[CH:8][C:5]([C:6]#[N:7])=[CH:4][C:3]=1[F:10]. The catalyst class is: 2. (5) Reactant: [C:1]1([C:7]2[O:11][C:10]([CH2:12][CH2:13][C:14]([OH:16])=O)=[N:9][N:8]=2)[CH:6]=[CH:5][CH:4]=[CH:3][CH:2]=1.[CH2:17]([N:22]1[C:30]2[N:29]=[CH:28][NH:27][C:26]=2[C:25](=[O:31])[NH:24]/[C:23]/1=[N:32]\[NH2:33])[CH2:18][CH2:19][CH2:20][CH3:21].F[P-](F)(F)(F)(F)F.N1(O[P+](N(C)C)(N(C)C)N(C)C)C2C=CC=CC=2N=N1.C(N(CC)C(C)C)(C)C. Product: [O:31]=[C:25]1[NH:24]/[C:23](=[N:32]\[NH:33][C:14](=[O:16])[CH2:13][CH2:12][C:10]2[O:11][C:7]([C:1]3[CH:2]=[CH:3][CH:4]=[CH:5][CH:6]=3)=[N:8][N:9]=2)/[N:22]([CH2:17][CH2:18][CH2:19][CH2:20][CH3:21])[C:30]2[N:29]=[CH:28][NH:27][C:26]1=2. The catalyst class is: 456. (6) Reactant: [ClH:1].Cl.[CH2:3]([N:10]1[CH2:15][CH2:14][N:13]([CH2:16][CH:17]2[CH2:26][CH2:25][C:24]3[C:19](=[CH:20][CH:21]=[C:22]([O:27]C)[CH:23]=3)[CH2:18]2)[CH2:12][CH2:11]1)[C:4]1[CH:9]=[CH:8][CH:7]=[CH:6][CH:5]=1. Product: [ClH:1].[ClH:1].[CH2:3]([N:10]1[CH2:11][CH2:12][N:13]([CH2:16][CH:17]2[CH2:26][CH2:25][C:24]3[C:19](=[CH:20][CH:21]=[C:22]([OH:27])[CH:23]=3)[CH2:18]2)[CH2:14][CH2:15]1)[C:4]1[CH:5]=[CH:6][CH:7]=[CH:8][CH:9]=1. The catalyst class is: 33. (7) The catalyst class is: 6. Product: [NH2:8][C:9]1[C:10]([C:16]([NH:1][C:2]2[CH:3]=[N:4][CH:5]=[CH:6][CH:7]=2)=[O:17])=[N:11][C:12]([Br:15])=[CH:13][N:14]=1. Reactant: [NH2:1][C:2]1[CH:3]=[N:4][CH:5]=[CH:6][CH:7]=1.[NH2:8][C:9]1[C:10]([C:16](OC)=[O:17])=[N:11][C:12]([Br:15])=[CH:13][N:14]=1.N12CCCN=C1CCCCC2. (8) The catalyst class is: 12. Reactant: [O:1]=[C:2]1[NH:11][C:10]2[CH:12]=[CH:13][C:14]([C:16]([O:18][CH2:19][CH3:20])=[O:17])=[CH:15][C:9]=2[C:8]2[NH:7][CH2:6][CH2:5][CH2:4][C:3]1=2.O1CCOCC1.[ClH:27]. Product: [ClH:27].[O:1]=[C:2]1[NH:11][C:10]2[CH:12]=[CH:13][C:14]([C:16]([O:18][CH2:19][CH3:20])=[O:17])=[CH:15][C:9]=2[C:8]2[NH:7][CH2:6][CH2:5][CH2:4][C:3]1=2. (9) Reactant: [CH3:1][N:2]([CH3:16])[C:3]1([C:10]2[CH:15]=[CH:14][CH:13]=[CH:12][CH:11]=2)[CH2:8][CH2:7][C:6](=O)[CH2:5][CH2:4]1.C(OP([CH2:25][C:26]#[N:27])(=O)OCC)C.[OH-].[Na+]. Product: [CH3:1][N:2]([CH3:16])[C:3]1([C:10]2[CH:15]=[CH:14][CH:13]=[CH:12][CH:11]=2)[CH2:8][CH2:7][C:6](=[CH:25][C:26]#[N:27])[CH2:5][CH2:4]1. The catalyst class is: 2.